This data is from Forward reaction prediction with 1.9M reactions from USPTO patents (1976-2016). The task is: Predict the product of the given reaction. (1) Given the reactants [Cl-].[Na+].[C:3]([O:7][C:8]([NH:10][C@@H:11]1[CH2:19][C:18]2[C:13](=[CH:14][CH:15]=[CH:16][CH:17]=2)[C@H:12]1[CH:20](C(OC)=O)[C:21]([O:23][CH3:24])=[O:22])=[O:9])([CH3:6])([CH3:5])[CH3:4], predict the reaction product. The product is: [C:3]([O:7][C:8]([NH:10][C@@H:11]1[CH2:19][C:18]2[C:13](=[CH:14][CH:15]=[CH:16][CH:17]=2)[C@H:12]1[CH2:20][C:21]([O:23][CH3:24])=[O:22])=[O:9])([CH3:6])([CH3:5])[CH3:4]. (2) Given the reactants [C:1]([C:5]1[CH:10]=[CH:9][C:8]([NH2:11])=[C:7]([N+:12]([O-:14])=[O:13])[CH:6]=1)([CH3:4])([CH3:3])[CH3:2].[Cl:15][CH2:16][C:17](Cl)=[O:18].C(N(CC)CC)C, predict the reaction product. The product is: [C:1]([C:5]1[CH:10]=[CH:9][C:8]([NH:11][C:17](=[O:18])[CH2:16][Cl:15])=[C:7]([N+:12]([O-:14])=[O:13])[CH:6]=1)([CH3:4])([CH3:2])[CH3:3]. (3) Given the reactants [Cl:1][C:2]1[CH:3]=[C:4]([N:9]2[C:13](=[O:14])[O:12][N:11]=[C:10]2[C:15]2[C:19]([CH2:20][OH:21])=[N:18][O:17][N:16]=2)[CH:5]=[CH:6][C:7]=1[F:8].C(N(CC)CC)C.[CH3:29][S:30](Cl)(=[O:32])=[O:31], predict the reaction product. The product is: [CH3:29][S:30]([O:21][CH2:20][C:19]1[C:15]([C:10]2[N:9]([C:4]3[CH:5]=[CH:6][C:7]([F:8])=[C:2]([Cl:1])[CH:3]=3)[C:13](=[O:14])[O:12][N:11]=2)=[N:16][O:17][N:18]=1)(=[O:32])=[O:31]. (4) Given the reactants [NH2:1][C:2]1[CH:3]=[C:4]2[C:8](=[CH:9][C:10]=1[NH2:11])[N:7]([CH2:12][CH2:13][O:14][CH3:15])[C:6](=[O:16])[C:5]2([CH3:18])[CH3:17].[CH3:19][C:20]1[NH:24][N:23]=[C:22]([CH:25]=O)[CH:21]=1.[S].O, predict the reaction product. The product is: [CH3:15][O:14][CH2:13][CH2:12][N:7]1[C:8]2[CH:9]=[C:10]3[NH:11][C:25]([C:22]4[CH:21]=[C:20]([CH3:19])[NH:24][N:23]=4)=[N:1][C:2]3=[CH:3][C:4]=2[C:5]([CH3:18])([CH3:17])[C:6]1=[O:16]. (5) Given the reactants O.CC1C=CC(S(O)(=O)=O)=CC=1.[CH:13]12[NH:30][CH:17]([CH2:18][N:19]([C:21]3[CH:27]=[CH:26][C:24]([NH2:25])=[C:23]([O:28][CH3:29])[CH:22]=3)[CH2:20]1)[CH2:16][O:15][CH2:14]2.Cl[C:32]1[N:37]=[C:36]([C:38]2[N:42]3[CH:43]=[CH:44][CH:45]=[CH:46][C:41]3=[N:40][CH:39]=2)[C:35]([Cl:47])=[CH:34][N:33]=1.C(=O)([O-])O.[Na+], predict the reaction product. The product is: [CH:13]12[NH:30][CH:17]([CH2:18][N:19]([C:21]3[CH:27]=[CH:26][C:24]([NH:25][C:32]4[N:37]=[C:36]([C:38]5[N:42]6[CH:43]=[CH:44][CH:45]=[CH:46][C:41]6=[N:40][CH:39]=5)[C:35]([Cl:47])=[CH:34][N:33]=4)=[C:23]([O:28][CH3:29])[CH:22]=3)[CH2:20]1)[CH2:16][O:15][CH2:14]2.